Task: Predict the product of the given reaction.. Dataset: Forward reaction prediction with 1.9M reactions from USPTO patents (1976-2016) (1) Given the reactants [OH:1][C:2]1[CH:10]=[CH:9][C:8]([C:11]([F:14])([F:13])[F:12])=[CH:7][C:3]=1[C:4]([OH:6])=O.[F:15][C:16]([F:29])([F:28])[C:17]1[CH:18]=[C:19]([CH:21]=[C:22]([C:24]([F:27])([F:26])[F:25])[CH:23]=1)[NH2:20], predict the reaction product. The product is: [OH:1][C:2]1[CH:10]=[CH:9][C:8]([C:11]([F:14])([F:13])[F:12])=[CH:7][C:3]=1[C:4]([NH:20][C:19]1[CH:21]=[C:22]([C:24]([F:25])([F:26])[F:27])[CH:23]=[C:17]([C:16]([F:15])([F:28])[F:29])[CH:18]=1)=[O:6]. (2) Given the reactants Br[C:2]1[CH:3]=[N:4][CH:5]=[C:6]2[C:11]=1[N:10]=[C:9]([C:12]([NH:14][CH:15]([C:17]1[CH:22]=[CH:21][C:20]([S:23]([CH3:26])(=[O:25])=[O:24])=[CH:19][CH:18]=1)[CH3:16])=[O:13])[CH:8]=[CH:7]2.[F:27][C:28]1[CH:33]=[C:32]([F:34])[CH:31]=[CH:30][C:29]=1B(O)O.C(=O)([O-])[O-].[Cs+].[Cs+], predict the reaction product. The product is: [F:27][C:28]1[CH:33]=[C:32]([F:34])[CH:31]=[CH:30][C:29]=1[C:2]1[CH:3]=[N:4][CH:5]=[C:6]2[C:11]=1[N:10]=[C:9]([C:12]([NH:14][CH:15]([C:17]1[CH:22]=[CH:21][C:20]([S:23]([CH3:26])(=[O:25])=[O:24])=[CH:19][CH:18]=1)[CH3:16])=[O:13])[CH:8]=[CH:7]2. (3) Given the reactants [CH3:1][O:2][C:3]1[CH:4]=[CH:5][CH:6]=[CH:7][C:8]=1[O:9][CH2:10][CH2:11][NH:12][CH2:13][CH:14]([OH:30])[CH2:15][O:16][C:17]1[CH:18]=[CH:19][CH:20]=[C:21]2[NH:29][C:28]3[CH:27]=[CH:26][CH:25]=[CH:24][C:23]=3[C:22]=12.[P:31](=[O:35])([OH:34])([OH:33])[OH:32], predict the reaction product. The product is: [CH3:1][O:2][C:3]1[C:8]([O:9][CH2:10][CH2:11][NH:12][CH2:13][CH:14]([OH:30])[CH2:15][O:16][C:17]2[C:22]3[C:23]4[C:28]([NH:29][C:21]=3[CH:20]=[CH:19][CH:18]=2)=[CH:27][CH:26]=[CH:25][CH:24]=4)=[CH:7][CH:6]=[CH:5][CH:4]=1.[CH3:1][O:2][C:3]1[C:8]([O:9][CH2:10][CH2:11][NH:12][CH2:13][CH:14]([OH:30])[CH2:15][O:16][C:17]2[C:22]3[C:23]4[C:28]([NH:29][C:21]=3[CH:20]=[CH:19][CH:18]=2)=[CH:27][CH:26]=[CH:25][CH:24]=4)=[CH:7][CH:6]=[CH:5][CH:4]=1.[OH2:32].[OH:33][P:31]([OH:35])([OH:34])=[O:32].[OH:33][P:31]([OH:35])([OH:34])=[O:32]. (4) Given the reactants C1N=CN(C(N2C=NC=C2)=O)C=1.[C:13]1([N:19]2[C:27]3[CH2:26][CH2:25][CH2:24][CH:23]([CH2:28][C:29]([OH:31])=O)[C:22]=3[CH:21]=[N:20]2)[CH:18]=[CH:17][CH:16]=[CH:15][CH:14]=1.[NH:32]1[CH2:38][CH2:37][CH2:36][CH2:35][CH2:34][CH2:33]1, predict the reaction product. The product is: [C:13]1([N:19]2[C:27]3[CH2:26][CH2:25][CH2:24][CH:23]([CH2:28][C:29]([N:32]4[CH2:38][CH2:37][CH2:36][CH2:35][CH2:34][CH2:33]4)=[O:31])[C:22]=3[CH:21]=[N:20]2)[CH:14]=[CH:15][CH:16]=[CH:17][CH:18]=1. (5) Given the reactants [CH:1]([C:4]1[CH:5]=[CH:6][C:7]([O:22][CH3:23])=[C:8]([C:10]2[CH:15]=[CH:14][C:13]([C:16]([F:19])([F:18])[F:17])=[CH:12][C:11]=2[CH2:20][NH2:21])[CH:9]=1)([CH3:3])[CH3:2].[F:24][C:25]([F:39])([F:38])[C:26]1[CH:27]=[C:28]([CH:31]=[C:32]([C:34]([F:37])([F:36])[F:35])[CH:33]=1)[CH2:29]Br.C[Si]([N-][Si](C)(C)C)(C)C.[K+].O, predict the reaction product. The product is: [F:24][C:25]([F:38])([F:39])[C:26]1[CH:27]=[C:28]([CH:31]=[C:32]([C:34]([F:37])([F:35])[F:36])[CH:33]=1)[CH2:29][NH:21][CH2:20][C:11]1[CH:12]=[C:13]([C:16]([F:17])([F:18])[F:19])[CH:14]=[CH:15][C:10]=1[C:8]1[CH:9]=[C:4]([CH:1]([CH3:3])[CH3:2])[CH:5]=[CH:6][C:7]=1[O:22][CH3:23]. (6) Given the reactants [Cl:1][C:2]1[CH:3]=[C:4]([C@H:8]([OH:22])[C@@H:9]2[CH2:14][CH2:13][CH2:12][N:11]([C:15]([O:17][C:18]([CH3:21])([CH3:20])[CH3:19])=[O:16])[CH2:10]2)[CH:5]=[CH:6][CH:7]=1.[H-].[Na+].Br[CH2:26][CH2:27][O:28][Si:29]([C:32]([CH3:35])([CH3:34])[CH3:33])([CH3:31])[CH3:30], predict the reaction product. The product is: [Si:29]([O:28][CH2:27][CH2:26][O:22][C@@H:8]([C:4]1[CH:5]=[CH:6][CH:7]=[C:2]([Cl:1])[CH:3]=1)[C@@H:9]1[CH2:14][CH2:13][CH2:12][N:11]([C:15]([O:17][C:18]([CH3:19])([CH3:21])[CH3:20])=[O:16])[CH2:10]1)([C:32]([CH3:35])([CH3:34])[CH3:33])([CH3:31])[CH3:30]. (7) Given the reactants Br[C:2]1[CH:3]=[C:4]([CH:14]=[CH:15][CH:16]=1)[O:5][C:6]([CH3:13])([CH3:12])[C:7]([O:9][CH2:10][CH3:11])=[O:8].[CH2:17]([OH:20])[C:18]#[CH:19], predict the reaction product. The product is: [OH:20][CH2:17][CH2:18][CH2:19][C:2]1[CH:3]=[C:4]([CH:14]=[CH:15][CH:16]=1)[O:5][C:6]([CH3:13])([CH3:12])[C:7]([O:9][CH2:10][CH3:11])=[O:8].